This data is from Reaction yield outcomes from USPTO patents with 853,638 reactions. The task is: Predict the reaction yield, written as a fraction of the theoretical maximum amount of product (1.0 means a 100% yield; for example, 0.34 means a 34% yield). (1) The reactants are Br[C:2]1[CH:3]=[CH:4][C:5]2[O:11][CH2:10][CH2:9][N:8]3[CH:12]=[C:13]([C:15]4[N:19]([CH:20]([CH3:22])[CH3:21])[N:18]=[CH:17][N:16]=4)[N:14]=[C:7]3[C:6]=2[CH:23]=1.[F:24][C:25]1[C:30](B(O)O)=[CH:29][CH:28]=[CH:27][N:26]=1.C([O-])(=O)C.[K+].CN(C=O)C. The catalyst is C1C=CC([P]([Pd]([P](C2C=CC=CC=2)(C2C=CC=CC=2)C2C=CC=CC=2)([P](C2C=CC=CC=2)(C2C=CC=CC=2)C2C=CC=CC=2)[P](C2C=CC=CC=2)(C2C=CC=CC=2)C2C=CC=CC=2)(C2C=CC=CC=2)C2C=CC=CC=2)=CC=1.O. The product is [F:24][C:25]1[C:30]([C:2]2[CH:3]=[CH:4][C:5]3[O:11][CH2:10][CH2:9][N:8]4[CH:12]=[C:13]([C:15]5[N:19]([CH:20]([CH3:22])[CH3:21])[N:18]=[CH:17][N:16]=5)[N:14]=[C:7]4[C:6]=3[CH:23]=2)=[CH:29][CH:28]=[CH:27][N:26]=1. The yield is 0.800. (2) The reactants are [CH3:1][C:2]1([CH2:12][CH:13]=[O:14])[C:11]2[C:6](=[CH:7][CH:8]=[CH:9][CH:10]=2)[O:5][CH2:4][CH2:3]1.[H-].[H-].[H-].[H-].[Li+].[Al+3]. The catalyst is O1CCCC1. The product is [CH3:1][C:2]1([CH2:12][CH2:13][OH:14])[C:11]2[C:6](=[CH:7][CH:8]=[CH:9][CH:10]=2)[O:5][CH2:4][CH2:3]1. The yield is 0.930.